From a dataset of Tyrosyl-DNA phosphodiesterase HTS with 341,365 compounds. Binary Classification. Given a drug SMILES string, predict its activity (active/inactive) in a high-throughput screening assay against a specified biological target. (1) The molecule is O=C(N(CCCC)c1c(n(CCCC)c(=O)[nH]c1=O)N)C1CCC(CC1)CCCC. The result is 0 (inactive). (2) The molecule is Brc1cc2/C(=C3\c4c(NC3=O)cccc4)C(=O)N(c2cc1)CC. The result is 0 (inactive). (3) The molecule is s1c(C(=O)Nc2cc3CCCc3cc2)c(nc1NC(=O)c1ccc(cc1)C)C. The result is 0 (inactive). (4) The compound is Clc1c(cc(c2oc(/C=C3\C(OC(OC3=O)(C)C)=O)cc2)cc1)C(O)=O. The result is 1 (active). (5) The drug is O=C(N1CCN(CC1)CC)/C=C\c1cc2OCOc2cc1. The result is 0 (inactive). (6) The molecule is s1c(nc(c2c(OC)cc(OC)cc2)c1)NCC=C. The result is 0 (inactive).